From a dataset of Full USPTO retrosynthesis dataset with 1.9M reactions from patents (1976-2016). Predict the reactants needed to synthesize the given product. (1) Given the product [Cl:1][C:2]1[C:10]([O:11][CH3:12])=[CH:9][C:8]([I:32])=[C:7]2[C:3]=1[CH:4]([OH:23])[N:5]([C:14]([CH3:15])([C:16]1[CH:17]=[CH:18][CH:19]=[CH:20][CH:21]=1)[CH3:22])[C:6]2=[O:13], predict the reactants needed to synthesize it. The reactants are: [Cl:1][C:2]1[C:10]([O:11][CH3:12])=[CH:9][CH:8]=[C:7]2[C:3]=1[CH:4]([OH:23])[N:5]([C:14]([CH3:22])([C:16]1[CH:21]=[CH:20][CH:19]=[CH:18][CH:17]=1)[CH3:15])[C:6]2=[O:13].CN(CCN(C)C)C.[I:32]I. (2) Given the product [NH2:14][CH2:12][CH:11]1[CH2:10][CH2:9][N:8]([CH2:1][C:2]2[CH:7]=[CH:6][CH:5]=[CH:4][CH:3]=2)[CH2:16][CH2:15]1, predict the reactants needed to synthesize it. The reactants are: [CH2:1]([N:8]1[CH2:16][CH2:15][CH:11]([C:12]([NH2:14])=O)[CH2:10][CH2:9]1)[C:2]1[CH:7]=[CH:6][CH:5]=[CH:4][CH:3]=1.[H-].[Al+3].[Li+].[H-].[H-].[H-].O.